From a dataset of NCI-60 drug combinations with 297,098 pairs across 59 cell lines. Regression. Given two drug SMILES strings and cell line genomic features, predict the synergy score measuring deviation from expected non-interaction effect. Drug 1: CC12CCC3C(C1CCC2O)C(CC4=C3C=CC(=C4)O)CCCCCCCCCS(=O)CCCC(C(F)(F)F)(F)F. Drug 2: C1CN(P(=O)(OC1)NCCCl)CCCl. Cell line: K-562. Synergy scores: CSS=-3.27, Synergy_ZIP=4.06, Synergy_Bliss=3.80, Synergy_Loewe=-2.66, Synergy_HSA=-3.05.